Dataset: Reaction yield outcomes from USPTO patents with 853,638 reactions. Task: Predict the reaction yield, written as a fraction of the theoretical maximum amount of product (1.0 means a 100% yield; for example, 0.34 means a 34% yield). (1) The reactants are [CH3:1][N:2]([CH3:21])[C@H:3]([CH3:20])[C:4]([N:6]1[C:14]2[C:9](=[CH:10][C:11]([O:18][CH3:19])=[C:12]([N+:15]([O-])=O)[CH:13]=2)[CH2:8][CH2:7]1)=[O:5]. The catalyst is C(OCC)(=O)C.[Pd]. The product is [CH3:1][N:2]([CH3:21])[C@H:3]([CH3:20])[C:4]([N:6]1[C:14]2[C:9](=[CH:10][C:11]([O:18][CH3:19])=[C:12]([NH2:15])[CH:13]=2)[CH2:8][CH2:7]1)=[O:5]. The yield is 0.710. (2) The reactants are [O:1]1[CH2:5][CH2:4][CH:3]([C:6]([O:8]C)=O)[CH2:2]1.O.[NH2:11][NH2:12]. No catalyst specified. The product is [O:1]1[CH2:5][CH2:4][CH:3]([C:6]([NH:11][NH2:12])=[O:8])[CH2:2]1. The yield is 0.740. (3) The reactants are [CH3:1][NH:2][C:3]([C:5]1[S:6][C:7]([C:11]([CH3:14])([CH3:13])[CH3:12])=[CH:8][C:9]=1[NH2:10])=[O:4].[CH3:15][C:16]1[CH:21]=[CH:20][C:19]([N:22]=[C:23]=[O:24])=[CH:18][CH:17]=1. The catalyst is C1(C)C=CC=CC=1. The product is [CH3:1][NH:2][C:3]([C:5]1[S:6][C:7]([C:11]([CH3:14])([CH3:13])[CH3:12])=[CH:8][C:9]=1[NH:10][C:23]([NH:22][C:19]1[CH:20]=[CH:21][C:16]([CH3:15])=[CH:17][CH:18]=1)=[O:24])=[O:4]. The yield is 0.440. (4) The reactants are F[C:2]1[CH:7]=[CH:6][CH:5]=[CH:4][C:3]=1[N+:8]([O-:10])=[O:9].[OH:11][C:12]1[CH:13]=[C:14]([CH:17]=[CH:18][CH:19]=1)[C:15]#[N:16].C([O-])([O-])=O.[K+].[K+]. The catalyst is CN(C=O)C.CCOC(C)=O. The product is [N+:8]([C:3]1[CH:4]=[CH:5][CH:6]=[CH:7][C:2]=1[O:11][C:12]1[CH:13]=[C:14]([CH:17]=[CH:18][CH:19]=1)[C:15]#[N:16])([O-:10])=[O:9]. The yield is 0.990. (5) The reactants are [CH3:1][O:2][C:3]1[CH:23]=[CH:22][C:6]([CH2:7][NH:8][S:9]([C:12]2[CH:21]=[CH:20][C:15]([C:16]([O:18][CH3:19])=[O:17])=[CH:14][CH:13]=2)(=[O:11])=[O:10])=[CH:5][CH:4]=1.[F:24][C:25]1[CH:26]=[C:27]([CH:30]=[CH:31][CH:32]=1)[CH2:28]Br.C(=O)([O-])[O-].[Cs+].[Cs+]. The catalyst is CN(C=O)C.O. The product is [F:24][C:25]1[CH:26]=[C:27]([CH:30]=[CH:31][CH:32]=1)[CH2:28][N:8]([CH2:7][C:6]1[CH:22]=[CH:23][C:3]([O:2][CH3:1])=[CH:4][CH:5]=1)[S:9]([C:12]1[CH:13]=[CH:14][C:15]([C:16]([O:18][CH3:19])=[O:17])=[CH:20][CH:21]=1)(=[O:11])=[O:10]. The yield is 0.800.